The task is: Predict the product of the given reaction.. This data is from Forward reaction prediction with 1.9M reactions from USPTO patents (1976-2016). Given the reactants [CH3:1][C:2]([C:4]1[CH:9]=[CH:8][C:7](Br)=[CH:6][CH:5]=1)=[O:3].[NH:11]1[CH:15]=[N:14][CH:13]=[N:12]1.C([O-])([O-])=O.[Cs+].[Cs+], predict the reaction product. The product is: [N:11]1([C:7]2[CH:8]=[CH:9][C:4]([C:2](=[O:3])[CH3:1])=[CH:5][CH:6]=2)[CH:15]=[N:14][CH:13]=[N:12]1.